This data is from Reaction yield outcomes from USPTO patents with 853,638 reactions. The task is: Predict the reaction yield, written as a fraction of the theoretical maximum amount of product (1.0 means a 100% yield; for example, 0.34 means a 34% yield). (1) The reactants are [F:1][C:2]1[C:10]([O:11][CH3:12])=[CH:9][CH:8]=[CH:7][C:3]=1C(O)=O.C([N:15](CC)CC)C.C1(P(N=[N+]=[N-])(C2C=CC=CC=2)=O)C=CC=CC=1.CC(O)(C)C. The catalyst is C1(C)C=CC=CC=1. The product is [F:1][C:2]1[C:10]([O:11][CH3:12])=[CH:9][CH:8]=[CH:7][C:3]=1[NH2:15]. The yield is 0.870. (2) The product is [CH2:1]([C:3]1[C:8](=[O:9])[N:7]2[N:11]=[CH:12][C:13]([C:14]3[CH:15]=[N:16][NH:17][CH:18]=3)=[C:6]2[NH:5][C:4]=1[CH3:27])[CH3:2]. The yield is 0.780. The reactants are [CH2:1]([C:3]1[C:4]([CH3:27])=[N:5][C:6]2[N:7]([N:11]=[CH:12][C:13]=2[C:14]2[CH:15]=[N:16][N:17](COCC[Si](C)(C)C)[CH:18]=2)[C:8]=1[O:9]C)[CH3:2].Cl. The catalyst is CO. (3) The reactants are [NH:1]1[CH2:6][CH2:5][CH:4]([N:7]2[CH:30]=[C:29]3[C:9]([C:10](=[O:34])[NH:11][CH2:12][CH2:13][CH2:14][CH2:15][CH2:16][CH2:17][N:18]4[CH:33]=[C:21]([C:22]5[N:32]=[C:26]([C:27](=[O:31])[NH:28]3)[CH:25]=[CH:24][CH:23]=5)[CH:20]=[N:19]4)=[N:8]2)[CH2:3][CH2:2]1.C(N(C(C)C)C(C)C)C.[N:44]([CH:47]1[CH2:49][CH2:48]1)=[C:45]=[O:46]. The catalyst is CN(C=O)C. The product is [CH:47]1([NH:44][C:45]([N:1]2[CH2:6][CH2:5][CH:4]([N:7]3[CH:30]=[C:29]4[C:9]([C:10](=[O:34])[NH:11][CH2:12][CH2:13][CH2:14][CH2:15][CH2:16][CH2:17][N:18]5[CH:33]=[C:21]([C:22]6[N:32]=[C:26]([C:27](=[O:31])[NH:28]4)[CH:25]=[CH:24][CH:23]=6)[CH:20]=[N:19]5)=[N:8]3)[CH2:3][CH2:2]2)=[O:46])[CH2:49][CH2:48]1. The yield is 0.540. (4) The reactants are [CH2:1]([O:8][C:9]1[CH:14]=[C:13]([O:15][CH2:16][C:17]2[CH:22]=[CH:21][CH:20]=[CH:19][CH:18]=2)[C:12]([CH:23]([CH3:25])[CH3:24])=[CH:11][C:10]=1[C:26]1[O:30][N:29]=[C:28]([C:31]([NH:33][CH2:34][CH3:35])=[O:32])[C:27]=1[C:36]1[NH:40][N:39]=[N:38][N:37]=1)[C:2]1[CH:7]=[CH:6][CH:5]=[CH:4][CH:3]=1.I[CH3:42]. No catalyst specified. The product is [CH2:1]([O:8][C:9]1[CH:14]=[C:13]([O:15][CH2:16][C:17]2[CH:18]=[CH:19][CH:20]=[CH:21][CH:22]=2)[C:12]([CH:23]([CH3:25])[CH3:24])=[CH:11][C:10]=1[C:26]1[O:30][N:29]=[C:28]([C:31]([NH:33][CH2:34][CH3:35])=[O:32])[C:27]=1[C:36]1[N:37]=[N:38][N:39]([CH3:42])[N:40]=1)[C:2]1[CH:7]=[CH:6][CH:5]=[CH:4][CH:3]=1. The yield is 0.480. (5) The reactants are O=[C:2]1[CH:7]=[CH:6][NH:5][C:4]([NH:8][C:9]2[CH:16]=[CH:15][C:12]([C:13]#[N:14])=[CH:11][CH:10]=2)=[N:3]1.O=P(Cl)(Cl)[Cl:19]. No catalyst specified. The product is [Cl:19][C:2]1[CH:7]=[CH:6][N:5]=[C:4]([NH:8][C:9]2[CH:16]=[CH:15][C:12]([C:13]#[N:14])=[CH:11][CH:10]=2)[N:3]=1. The yield is 0.772. (6) The reactants are [CH:1]1([N:4]2[CH2:9][CH2:8][N:7]([C:10]3[S:11][C:12]4[CH:18]=[C:17]([CH:19]=O)[CH:16]=[CH:15][C:13]=4[N:14]=3)[CH2:6][CH2:5]2)[CH2:3][CH2:2]1.[NH:21]1[CH2:26][CH2:25][O:24][CH2:23][CH2:22]1.C(O)(=O)C.[BH3-]C#N.[Na+]. The catalyst is CO.C1COCC1. The product is [CH:1]1([N:4]2[CH2:9][CH2:8][N:7]([C:10]3[S:11][C:12]4[CH:18]=[C:17]([CH2:19][N:21]5[CH2:26][CH2:25][O:24][CH2:23][CH2:22]5)[CH:16]=[CH:15][C:13]=4[N:14]=3)[CH2:6][CH2:5]2)[CH2:3][CH2:2]1. The yield is 0.310.